This data is from Full USPTO retrosynthesis dataset with 1.9M reactions from patents (1976-2016). The task is: Predict the reactants needed to synthesize the given product. (1) Given the product [CH3:12][O:11][CH2:10][CH2:9][N:34]1[C:38]([C:39](=[O:14])[CH3:44])=[CH:37][N:36]=[C:35]1[CH3:57], predict the reactants needed to synthesize it. The reactants are: O([CH2:9][CH2:10][O:11][CH3:12])S(C(F)(F)F)(=O)=O.C[O:14]CCO.FC(F)(F)S(OS(C(F)(F)F)(=O)=O)(=O)=O.C[N:34]1[C:38]([C:39]2[CH:44]=CN=C(NC3C=CC(NS(C)(=O)=O)=CC=3)N=2)=[CH:37][N:36]=[C:35]1[CH3:57]. (2) Given the product [Cl:3][C:4]1[CH:5]=[CH:6][C:7]([CH3:36])=[C:8]([NH:10][C:11]([C:13]2[N:14]=[CH:15][NH:16][C:17]=2[C:18]([NH:20][C:21]2[NH:22][C:23]3[CH:29]=[CH:28][C:27]([N:30]4[CH2:31][CH2:32][N:33]([CH3:1])[CH2:34][CH2:35]4)=[CH:26][C:24]=3[N:25]=2)=[O:19])=[O:12])[CH:9]=1, predict the reactants needed to synthesize it. The reactants are: [CH2:1]=O.[Cl:3][C:4]1[CH:5]=[CH:6][C:7]([CH3:36])=[C:8]([NH:10][C:11]([C:13]2[N:14]=[CH:15][NH:16][C:17]=2[C:18]([NH:20][C:21]2[NH:25][C:24]3[CH:26]=[C:27]([N:30]4[CH2:35][CH2:34][NH:33][CH2:32][CH2:31]4)[CH:28]=[CH:29][C:23]=3[N:22]=2)=[O:19])=[O:12])[CH:9]=1.[Na]. (3) Given the product [CH2:1]([O:3][C:4]([C@@H:6]1[CH2:8][C@H:7]1[C:9]1[CH:10]=[CH:11][C:12]([NH:15][CH2:24][C:23]2[CH:26]=[CH:27][CH:28]=[C:21]([O:20][C:19]3[CH:29]=[CH:30][C:31]([Cl:32])=[C:17]([Cl:16])[CH:18]=3)[CH:22]=2)=[CH:13][CH:14]=1)=[O:5])[CH3:2], predict the reactants needed to synthesize it. The reactants are: [CH2:1]([O:3][C:4]([C@@H:6]1[CH2:8][C@H:7]1[C:9]1[CH:14]=[CH:13][C:12]([NH2:15])=[CH:11][CH:10]=1)=[O:5])[CH3:2].[Cl:16][C:17]1[CH:18]=[C:19]([CH:29]=[CH:30][C:31]=1[Cl:32])[O:20][C:21]1[CH:22]=[C:23]([CH:26]=[CH:27][CH:28]=1)[CH:24]=O.C(O[BH-](OC(=O)C)OC(=O)C)(=O)C.[Na+].O.